This data is from NCI-60 drug combinations with 297,098 pairs across 59 cell lines. The task is: Regression. Given two drug SMILES strings and cell line genomic features, predict the synergy score measuring deviation from expected non-interaction effect. Drug 1: COC1=C(C=C2C(=C1)N=CN=C2NC3=CC(=C(C=C3)F)Cl)OCCCN4CCOCC4. Drug 2: COC1=NC(=NC2=C1N=CN2C3C(C(C(O3)CO)O)O)N. Cell line: SW-620. Synergy scores: CSS=6.43, Synergy_ZIP=-1.01, Synergy_Bliss=2.34, Synergy_Loewe=1.57, Synergy_HSA=2.28.